Regression/Classification. Given a drug SMILES string, predict its absorption, distribution, metabolism, or excretion properties. Task type varies by dataset: regression for continuous measurements (e.g., permeability, clearance, half-life) or binary classification for categorical outcomes (e.g., BBB penetration, CYP inhibition). Dataset: cyp2c9_veith. From a dataset of CYP2C9 inhibition data for predicting drug metabolism from PubChem BioAssay. (1) The molecule is O=S(=O)(c1ccccc1)N1CCC2(CCN(Cc3nccs3)CC2)CC1. The result is 0 (non-inhibitor). (2) The compound is Oc1ccc(Cn2c(-c3ccc(O)cc3)nc3ccccc32)cc1. The result is 0 (non-inhibitor).